From a dataset of Catalyst prediction with 721,799 reactions and 888 catalyst types from USPTO. Predict which catalyst facilitates the given reaction. Reactant: [NH2:1][CH2:2][C:3]#[C:4][C:5]1[CH2:6][C@H:7]2[CH:13]=[N:12][C:11]3[CH:14]=[C:15]([O:20][CH2:21][CH2:22][CH2:23][O:24][C:25]4[C:26]([O:43][CH3:44])=[CH:27][C:28]5[C:34](=[O:35])[N:33]6[CH:36]=[C:37](/[CH:39]=[CH:40]/[CH3:41])[CH2:38][C@H:32]6[CH:31]=[N:30][C:29]=5[CH:42]=4)[C:16]([O:18][CH3:19])=[CH:17][C:10]=3[C:9](=[O:45])[N:8]2[CH:46]=1.NCC#[C:85][C:83]1C[C@H:78]2[CH:77]=[N:76][C:75]3C=C(OCCCOC4C(OC)=C[C:74]5[C:80](=O)[N:79]6[CH:82]=[C:83]([C:85]7C=CC8OCOC=8C=7)C[C@H:78]6[CH:77]=[N:76][C:75]=5C=4)C(OC)=C[C:74]=3[C:80](=O)[N:79]2[CH:82]=1. Product: [NH2:1][CH2:2][C:3]#[C:4][C:5]1[CH2:6][C@H:7]2[CH:13]=[N:12][C:11]3[CH:14]=[C:15]([O:20][CH2:21][CH2:22][CH2:23][O:24][C:25]4[C:26]([O:43][CH3:44])=[CH:27][C:28]5[C:34](=[O:35])[N:33]6[CH:36]=[C:37]([C:39]7[CH:85]=[CH:83][C:82]([N:79]8[CH2:78][CH2:77][N:76]([CH3:75])[CH2:74][CH2:80]8)=[CH:41][CH:40]=7)[CH2:38][C@H:32]6[CH:31]=[N:30][C:29]=5[CH:42]=4)[C:16]([O:18][CH3:19])=[CH:17][C:10]=3[C:9](=[O:45])[N:8]2[CH:46]=1. The catalyst class is: 5.